This data is from Forward reaction prediction with 1.9M reactions from USPTO patents (1976-2016). The task is: Predict the product of the given reaction. (1) Given the reactants [C:1]([C:4]1[C:5](Cl)=[N:6][C:7]([Cl:11])=[N:8][C:9]=1[Cl:10])([OH:3])=[O:2].C(N(CC)CC)C.[CH:20]1[CH:25]=[CH:24][C:23]([CH2:26][SH:27])=[CH:22][CH:21]=1, predict the reaction product. The product is: [CH2:26]([S:27][C:5]1[C:4]([C:1]([OH:3])=[O:2])=[C:9]([Cl:10])[N:8]=[C:7]([Cl:11])[N:6]=1)[C:23]1[CH:24]=[CH:25][CH:20]=[CH:21][CH:22]=1. (2) Given the reactants [CH3:1][N:2]1[CH:6]=[C:5]([C:7]2[CH:8]=[C:9]3[C:14](=[CH:15][CH:16]=2)[N:13]([C:17]2[C:21]4[CH2:22][NH:23][CH2:24][CH2:25][C:20]=4[N:19]([CH:26]4[CH2:31][CH2:30][O:29][CH2:28][CH2:27]4)[N:18]=2)[CH2:12][CH2:11][CH2:10]3)[CH:4]=[N:3]1.Br[C:33]1[O:34][C:35]([CH3:38])=[N:36][N:37]=1.C(O[Na])(C)(C)C.O1CCOCC1, predict the reaction product. The product is: [CH3:38][C:35]1[O:34][C:33]([N:23]2[CH2:24][CH2:25][C:20]3[N:19]([CH:26]4[CH2:31][CH2:30][O:29][CH2:28][CH2:27]4)[N:18]=[C:17]([N:13]4[C:14]5[C:9](=[CH:8][C:7]([C:5]6[CH:4]=[N:3][N:2]([CH3:1])[CH:6]=6)=[CH:16][CH:15]=5)[CH2:10][CH2:11][CH2:12]4)[C:21]=3[CH2:22]2)=[N:37][N:36]=1. (3) Given the reactants [CH:1]([C:4]1[N:8]=[C:7]([CH:9]2[CH2:14][CH2:13][C:12](=O)[CH2:11][CH2:10]2)[O:6][N:5]=1)([CH3:3])[CH3:2].[C:16]([O:20][C:21]([CH3:24])([CH3:23])[CH3:22])(=[O:19])[NH:17][NH2:18], predict the reaction product. The product is: [C:21]([O:20][C:16]([NH:17][N:18]=[C:12]1[CH2:13][CH2:14][CH:9]([C:7]2[O:6][N:5]=[C:4]([CH:1]([CH3:3])[CH3:2])[N:8]=2)[CH2:10][CH2:11]1)=[O:19])([CH3:24])([CH3:23])[CH3:22].